Task: Predict which catalyst facilitates the given reaction.. Dataset: Catalyst prediction with 721,799 reactions and 888 catalyst types from USPTO (1) Reactant: [O:1]1[CH2:6][CH2:5][N:4]([C:7]2[C:8]([NH2:26])=[N:9][C:10]3[C:15]([CH:16]=2)=[CH:14][C:13](B2OC(C)(C)C(C)(C)O2)=[CH:12][CH:11]=3)[CH2:3][CH2:2]1.P([O-])([O-])([O-])=O.[K+].[K+].[K+].C1(P(C2CCCCC2)C2C=CC=CC=2C2C(C(C)C)=CC(C(C)C)=CC=2C(C)C)CCCCC1.Br[C:70]1[C:75]([CH3:76])=[CH:74][CH:73]=[CH:72][C:71]=1[C:77]1[O:78][CH:79]=[C:80]([CH3:82])[N:81]=1. Product: [CH3:76][C:75]1[CH:74]=[CH:73][CH:72]=[C:71]([C:77]2[O:78][CH:79]=[C:80]([CH3:82])[N:81]=2)[C:70]=1[C:13]1[CH:14]=[C:15]2[C:10](=[CH:11][CH:12]=1)[N:9]=[C:8]([NH2:26])[C:7]([N:4]1[CH2:3][CH2:2][O:1][CH2:6][CH2:5]1)=[CH:16]2. The catalyst class is: 110. (2) Reactant: [NH2:1][C:2]1[N:7]=[CH:6][N:5]=[C:4]([NH:8][C@H:9]([C:11]2[N:16]([C:17]3[CH:22]=[CH:21][CH:20]=[CH:19][CH:18]=3)[C:15](=[O:23])[C:14]3=[C:24]([CH3:27])[CH:25]=[CH:26][N:13]3[N:12]=2)[CH3:10])[C:3]=1[CH2:28][C:29]1[CH:34]=[CH:33][CH:32]=[C:31]([O:35]C)[CH:30]=1.B(Br)(Br)Br. Product: [NH2:1][C:2]1[N:7]=[CH:6][N:5]=[C:4]([NH:8][C@H:9]([C:11]2[N:16]([C:17]3[CH:18]=[CH:19][CH:20]=[CH:21][CH:22]=3)[C:15](=[O:23])[C:14]3=[C:24]([CH3:27])[CH:25]=[CH:26][N:13]3[N:12]=2)[CH3:10])[C:3]=1[CH2:28][C:29]1[CH:34]=[CH:33][CH:32]=[C:31]([OH:35])[CH:30]=1. The catalyst class is: 4. (3) Reactant: O.[O:2]1[CH2:7][CH2:6][N:5]([CH2:8][C:9]2[CH:34]=[CH:33][C:12]([CH2:13][O:14][C:15]3[CH:23]=[CH:22][CH:21]=[C:20]4[C:16]=3[CH2:17][N:18]([C@H:25]3[CH2:30][CH2:29][C:28](=[O:31])[NH:27][C:26]3=[O:32])[C:19]4=[O:24])=[CH:11][CH:10]=2)[CH2:4][CH2:3]1. Product: [O:2]1[CH2:7][CH2:6][N:5]([CH2:8][C:9]2[CH:34]=[CH:33][C:12]([CH2:13][O:14][C:15]3[CH:23]=[CH:22][CH:21]=[C:20]4[C:16]=3[CH2:17][N:18]([C@H:25]3[CH2:30][CH2:29][C:28](=[O:31])[NH:27][C:26]3=[O:32])[C:19]4=[O:24])=[CH:11][CH:10]=2)[CH2:4][CH2:3]1. The catalyst class is: 1. (4) Reactant: [CH3:1][S:2]([C:5]1[CH:6]=[CH:7][C:8]([NH2:11])=[N:9][CH:10]=1)(=[O:4])=[O:3].CCC([O-])(C)C.[K+].Br[C:20]1[C:21](=[O:28])[N:22]([CH3:27])[N:23]=[C:24]([Cl:26])[CH:25]=1. Product: [Cl:26][C:24]1[CH:25]=[C:20]([NH:11][C:8]2[CH:7]=[CH:6][C:5]([S:2]([CH3:1])(=[O:4])=[O:3])=[CH:10][N:9]=2)[C:21](=[O:28])[N:22]([CH3:27])[N:23]=1. The catalyst class is: 1. (5) Reactant: C(O)(C(F)(F)F)=O.C([O:12][C:13](=[O:50])[CH2:14][CH2:15][NH:16][C:17]([C:19]1[N:20]([C:38]2[CH:43]=[CH:42][C:41]([O:44][CH:45]3[CH2:49][CH2:48][CH2:47][CH2:46]3)=[CH:40][CH:39]=2)[C:21]2[C:26]([CH:27]=1)=[CH:25][C:24]([C:28]1[CH:33]=[CH:32][C:31]([C:34]([CH3:37])([CH3:36])[CH3:35])=[CH:30][CH:29]=1)=[CH:23][CH:22]=2)=[O:18])(C)(C)C. Product: [C:34]([C:31]1[CH:30]=[CH:29][C:28]([C:24]2[CH:25]=[C:26]3[C:21](=[CH:22][CH:23]=2)[N:20]([C:38]2[CH:43]=[CH:42][C:41]([O:44][CH:45]4[CH2:49][CH2:48][CH2:47][CH2:46]4)=[CH:40][CH:39]=2)[C:19]([C:17]([NH:16][CH2:15][CH2:14][C:13]([OH:50])=[O:12])=[O:18])=[CH:27]3)=[CH:33][CH:32]=1)([CH3:37])([CH3:35])[CH3:36]. The catalyst class is: 2. (6) Reactant: [Br:1][C:2]1[CH:3]=[C:4]2[C:9](=[CH:10][CH:11]=1)[C:8](Cl)=[N:7][N:6]=[CH:5]2.Cl.Cl.[CH:15]([N:18]1[CH2:23][CH:22]2[CH2:24][CH:19]1[CH2:20][NH:21]2)([CH3:17])[CH3:16].C(=O)([O-])[O-].[K+].[K+]. Product: [Br:1][C:2]1[CH:3]=[C:4]2[C:9](=[CH:10][CH:11]=1)[C:8]([N:21]1[CH2:20][CH:19]3[CH2:24][CH:22]1[CH2:23][N:18]3[CH:15]([CH3:17])[CH3:16])=[N:7][N:6]=[CH:5]2. The catalyst class is: 10. (7) Reactant: [C:1](=[O:22])([O:12][C:13]1[CH:18]=[CH:17][C:16]([N+]([O-])=O)=[CH:15][CH:14]=1)[O:2][CH2:3][C:4]1[CH:9]=[C:8]([CH3:10])[N:7]=[C:6]([CH3:11])[CH:5]=1.CC[N:25]([CH:29]([CH3:31])[CH3:30])[CH:26]([CH3:28])[CH3:27].Cl.[CH3:33][O:34][C:35](=[O:47])[C@:36]([CH3:46])([CH2:38]C1C=CC(O)=CC=1)[NH2:37]. Product: [CH3:31][C:29]1[CH:30]=[C:4]([CH2:3][O:2][C:1]([NH:37][C@:36]([CH3:38])([C:35]([O:34][CH3:33])=[O:47])[CH2:46][C:16]2[CH:17]=[CH:18][C:13]([O:12][C:1]([O:2][CH2:3][C:4]3[CH:9]=[C:8]([CH3:10])[N:7]=[C:6]([CH3:11])[CH:5]=3)=[O:22])=[CH:14][CH:15]=2)=[O:12])[CH:28]=[C:26]([CH3:27])[N:25]=1. The catalyst class is: 241.